This data is from Catalyst prediction with 721,799 reactions and 888 catalyst types from USPTO. The task is: Predict which catalyst facilitates the given reaction. (1) Reactant: [OH:1][C:2]1[CH:29]=[CH:28][C:5]([C:6]([O:8][C@@H:9]2[CH2:18][C:17]3[C:12](=[CH:13][C:14]([OH:20])=[CH:15][C:16]=3[OH:19])[O:11][C@@H:10]2[C:21]2[CH:26]=[CH:25][C:24]([OH:27])=[CH:23][CH:22]=2)=[O:7])=[CH:4][CH:3]=1. Product: [C:6]([OH:8])(=[O:7])[CH3:5].[C:6]([OH:8])(=[O:7])[CH3:5].[C:6]([OH:8])(=[O:7])[CH3:5].[C:6]([OH:8])(=[O:7])[CH3:5].[OH:1][C:2]1[CH:3]=[CH:4][C:5]([C:6]([O:8][C@@H:9]2[CH2:18][C:17]3[C:12](=[CH:13][C:14]([OH:20])=[CH:15][C:16]=3[OH:19])[O:11][C@@H:10]2[C:21]2[CH:26]=[CH:25][C:24]([OH:27])=[CH:23][CH:22]=2)=[O:7])=[CH:28][CH:29]=1. The catalyst class is: 22. (2) Reactant: C[O:2][C:3](=O)[C:4]1[CH:9]=[CH:8][C:7]([C:10]2[O:11][C:12]([C:15]([S:30]([C:33]3[CH:38]=[CH:37][CH:36]=[C:35]([Br:39])[CH:34]=3)(=[O:32])=[O:31])([CH:17]3[CH2:29][C:20]4[NH:21][C:22]5[CH:23]=[CH:24][C:25]([Cl:28])=[CH:26][C:27]=5[C:19]=4[CH2:18]3)[F:16])=[N:13][N:14]=2)=[CH:6][CH:5]=1.[H-].[Al+3].[Li+].[H-].[H-].[H-].O. Product: [Br:39][C:35]1[CH:34]=[C:33]([S:30]([C:15]([CH:17]2[CH2:29][C:20]3[NH:21][C:22]4[CH:23]=[CH:24][C:25]([Cl:28])=[CH:26][C:27]=4[C:19]=3[CH2:18]2)([F:16])[C:12]2[O:11][C:10]([C:7]3[CH:6]=[CH:5][C:4]([CH2:3][OH:2])=[CH:9][CH:8]=3)=[N:14][N:13]=2)(=[O:32])=[O:31])[CH:38]=[CH:37][CH:36]=1. The catalyst class is: 1. (3) Reactant: [Br:1][C:2]1[N:7]=[C:6]([CH2:8][N:9]2[C:18]3[C:13](=[CH:14][CH:15]=[CH:16][CH:17]=3)[C:12](=[O:19])[C:11]([C:20]([C:22]3[CH:23]=[N:24][C:25](Cl)=[CH:26][CH:27]=3)=[O:21])=[CH:10]2)[CH:5]=[CH:4][CH:3]=1.[N-:29]=[N+]=[N-].[Na+].C(N(CC)CC)C.Cl.C(CCP(CCC(O)=O)CCC(O)=O)(O)=O. Product: [NH2:29][C:25]1[N:24]=[CH:23][C:22]([C:20]([C:11]2[C:12](=[O:19])[C:13]3[C:18](=[CH:17][CH:16]=[CH:15][CH:14]=3)[N:9]([CH2:8][C:6]3[CH:5]=[CH:4][CH:3]=[C:2]([Br:1])[N:7]=3)[CH:10]=2)=[O:21])=[CH:27][CH:26]=1. The catalyst class is: 18. (4) Reactant: [F:1][C:2]1[CH:3]=[CH:4][C:5]([O:14]C2CCCCO2)=[C:6]([C:8]2[CH:13]=[CH:12][N:11]=[CH:10][CH:9]=2)[CH:7]=1.FC(F)(F)C(O)=O. Product: [F:1][C:2]1[CH:3]=[CH:4][C:5]([OH:14])=[C:6]([C:8]2[CH:9]=[CH:10][N:11]=[CH:12][CH:13]=2)[CH:7]=1. The catalyst class is: 5. (5) Reactant: [Br:1][C:2]1[CH:3]=[C:4]([CH:9]=[C:10](/[CH:13]=[CH:14]/[CH2:15][O:16][CH3:17])[C:11]=1[CH3:12])[C:5](OC)=[O:6].CC(C[AlH]CC(C)C)C.CC(OI1(OC(C)=O)(OC(C)=O)OC(=O)C2C=CC=CC1=2)=O.C(=O)(O)[O-].[Na+]. Product: [Br:1][C:2]1[CH:3]=[C:4]([CH:9]=[C:10](/[CH:13]=[CH:14]/[CH2:15][O:16][CH3:17])[C:11]=1[CH3:12])[CH:5]=[O:6]. The catalyst class is: 363. (6) Reactant: Cl[C:2]([CH:4]1[CH2:9][CH2:8][N:7]([C:10]([O:12][CH2:13][C:14]2[CH:19]=[CH:18][CH:17]=[CH:16][CH:15]=2)=[O:11])[CH2:6][CH2:5]1)=O.C(C1C=CC(S([N:33]2[C:37]3=[N:38][CH:39]=[C:40]([NH:42][NH2:43])[N:41]=[C:36]3[CH:35]=[CH:34]2)(=O)=O)=CC=1)(C)(C)C.CCN(C(C)C)C(C)C.O=S(Cl)Cl.C([O-])([O-])=O.[Na+].[Na+]. Product: [C:2]1([CH:4]2[CH2:9][CH2:8][N:7]([C:10]([O:12][CH2:13][C:14]3[CH:19]=[CH:18][CH:17]=[CH:16][CH:15]=3)=[O:11])[CH2:6][CH2:5]2)[N:41]2[C:36]3[CH:35]=[CH:34][NH:33][C:37]=3[N:38]=[CH:39][C:40]2=[N:42][N:43]=1. The catalyst class is: 12. (7) Reactant: [CH2:1]([O:3][C:4]([C:6]1[C:14]2[C:9](=[CH:10][CH:11]=[CH:12][CH:13]=2)[NH:8][N:7]=1)=[O:5])[CH3:2].Br[CH2:16][CH2:17][O:18][CH:19]1[CH2:24][CH2:23][CH2:22][CH2:21][O:20]1.C(=O)([O-])[O-].[K+].[K+].[I-].[Li+]. The catalyst class is: 60. Product: [O:20]1[CH2:21][CH2:22][CH2:23][CH2:24][CH:19]1[O:18][CH2:17][CH2:16][N:8]1[C:9]2[C:14](=[CH:13][CH:12]=[CH:11][CH:10]=2)[C:6]([C:4]([O:3][CH2:1][CH3:2])=[O:5])=[N:7]1. (8) Reactant: Cl[C:2]1[CH:3]=[C:4]([NH:21][C:22]2[CH:26]=[CH:25][O:24][N:23]=2)[C:5]2[N:6]([C:8]([C:11]([NH:13][C:14]3[CH:19]=[CH:18][N:17]=[CH:16][C:15]=3[F:20])=[O:12])=[CH:9][N:10]=2)[N:7]=1.[NH2:27][C@H:28]1[CH2:33][CH2:32][C@H:31]([OH:34])[CH2:30][CH2:29]1. Product: [F:20][C:15]1[CH:16]=[N:17][CH:18]=[CH:19][C:14]=1[NH:13][C:11]([C:8]1[N:6]2[N:7]=[C:2]([NH:27][C@H:28]3[CH2:33][CH2:32][C@H:31]([OH:34])[CH2:30][CH2:29]3)[CH:3]=[C:4]([NH:21][C:22]3[CH:26]=[CH:25][O:24][N:23]=3)[C:5]2=[N:10][CH:9]=1)=[O:12]. The catalyst class is: 37.